From a dataset of Reaction yield outcomes from USPTO patents with 853,638 reactions. Predict the reaction yield, written as a fraction of the theoretical maximum amount of product (1.0 means a 100% yield; for example, 0.34 means a 34% yield). (1) The reactants are [CH3:1][C:2]1[N:7]=[CH:6][C:5]([CH2:8][C:9]2[C:10](=[O:17])[N:11]=[C:12](SC)[NH:13][CH:14]=2)=[CH:4][N:3]=1.[NH2:18][CH2:19][CH2:20][C:21]1[CH:22]=[CH:23][C:24]([O:29][C:30]2[CH:35]=[CH:34][C:33]([C:36]([F:39])([F:38])[F:37])=[CH:32][N:31]=2)=[C:25]([CH:28]=1)[C:26]#[N:27]. The catalyst is C(O)C. The product is [CH3:1][C:2]1[N:7]=[CH:6][C:5]([CH2:8][C:9]2[C:10](=[O:17])[N:11]=[C:12]([NH:18][CH2:19][CH2:20][C:21]3[CH:22]=[CH:23][C:24]([O:29][C:30]4[CH:35]=[CH:34][C:33]([C:36]([F:39])([F:37])[F:38])=[CH:32][N:31]=4)=[C:25]([CH:28]=3)[C:26]#[N:27])[NH:13][CH:14]=2)=[CH:4][N:3]=1. The yield is 0.324. (2) The reactants are [S:1]([N:11]1[CH2:15][CH2:14][CH2:13][C@@H:12]1[C:16]([O:18][C@:19]([C:27]1[CH:35]=[C:34]2[N:30]([CH2:31][CH2:32][C:33]32[O:39][CH2:38][CH2:37][O:36]3)[C:29](=[O:40])[C:28]=1[C:41]#[N:42])([CH2:25][CH3:26])[C:20]([O:22][CH2:23][CH3:24])=[O:21])=[O:17])([C:4]1[CH:10]=[CH:9][C:7]([CH3:8])=[CH:6][CH:5]=1)(=[O:3])=[O:2].[C:43](OC(=O)C)(=[O:45])[CH3:44].[H][H]. The catalyst is [Ni].C(O)(=O)C. The product is [S:1]([N:11]1[CH2:15][CH2:14][CH2:13][C@@H:12]1[C:16]([O:18][C@:19]([C:27]1[CH:35]=[C:34]2[N:30]([CH2:31][CH2:32][C:33]32[O:39][CH2:38][CH2:37][O:36]3)[C:29](=[O:40])[C:28]=1[CH2:41][NH:42][C:43](=[O:45])[CH3:44])([CH2:25][CH3:26])[C:20]([O:22][CH2:23][CH3:24])=[O:21])=[O:17])([C:4]1[CH:10]=[CH:9][C:7]([CH3:8])=[CH:6][CH:5]=1)(=[O:2])=[O:3]. The yield is 0.820. (3) The reactants are [NH:1]1[CH2:6][CH2:5][NH:4][CH2:3][CH2:2]1.[C:7]([NH:10][C:11]1[N:12]=[C:13](C2N=CNN=2)[C:14]2[N:20]=[C:19]([C:21]3[CH:26]=[CH:25][C:24]([O:27][CH3:28])=[C:23]([O:29][CH3:30])[CH:22]=3)[CH:18]=[CH:17][C:15]=2[N:16]=1)(=[O:9])[CH3:8]. The catalyst is O1CCOCC1. The yield is 0.790. The product is [C:7]([NH:10][C:11]1[N:12]=[C:13]([N:1]2[CH2:6][CH2:5][NH:4][CH2:3][CH2:2]2)[C:14]2[N:20]=[C:19]([C:21]3[CH:26]=[CH:25][C:24]([O:27][CH3:28])=[C:23]([O:29][CH3:30])[CH:22]=3)[CH:18]=[CH:17][C:15]=2[N:16]=1)(=[O:9])[CH3:8]. (4) The reactants are C[O:2][C:3]([C:5]1[CH:10]=[CH:9][C:8]([CH:11]2[CH2:13][CH2:12]2)=[C:7]([C:14]2[CH:19]=[CH:18][CH:17]=[C:16]([Cl:20])[CH:15]=2)[N:6]=1)=[O:4].[OH-].[Na+].Cl. The catalyst is O. The product is [Cl:20][C:16]1[CH:15]=[C:14]([C:7]2[N:6]=[C:5]([C:3]([OH:4])=[O:2])[CH:10]=[CH:9][C:8]=2[CH:11]2[CH2:12][CH2:13]2)[CH:19]=[CH:18][CH:17]=1. The yield is 0.780. (5) The reactants are [N+:1]([C:4]1[CH:17]=[CH:16][C:7]([CH:8]=[C:9]2[S:13][C:12](=[O:14])[NH:11][C:10]2=[O:15])=[CH:6][CH:5]=1)([O-:3])=[O:2].CN(C)C=O.[H-].[Na+].I[CH2:26][CH3:27]. The catalyst is O. The product is [CH2:26]([N:11]1[C:10](=[O:15])[C:9](=[CH:8][C:7]2[CH:16]=[CH:17][C:4]([N+:1]([O-:3])=[O:2])=[CH:5][CH:6]=2)[S:13][C:12]1=[O:14])[CH3:27]. The yield is 0.980. (6) The reactants are [F:1][C:2]([F:15])([F:14])[C:3]1[CH:4]=[CH:5][CH:6]=[C:7]2[C:12]=1[N:11]=[CH:10][CH:9]=[C:8]2[OH:13].C([O-])([O-])=O.[Cs+].[Cs+].Br[CH2:23][CH2:24][CH2:25][CH2:26][CH2:27][O:28][C:29]1[C:30](=[O:37])[CH:31]=[C:32]([CH2:35][OH:36])[O:33][CH:34]=1.O. The catalyst is CN(C=O)C. The product is [F:15][C:2]([F:1])([F:14])[C:3]1[CH:4]=[CH:5][CH:6]=[C:7]2[C:12]=1[N:11]=[CH:10][CH:9]=[C:8]2[O:13][CH2:23][CH2:24][CH2:25][CH2:26][CH2:27][O:28][C:29]1[C:30](=[O:37])[CH:31]=[C:32]([CH2:35][OH:36])[O:33][CH:34]=1. The yield is 0.350. (7) The reactants are [NH:1]1[C:9]2[C:4](=[CH:5][CH:6]=[CH:7][CH:8]=2)[CH2:3][C:2]1=[O:10].[C:11](Cl)(=[O:13])[CH3:12].O. The catalyst is ClCCCl. The product is [C:11]([C:6]1[CH:5]=[C:4]2[C:9](=[CH:8][CH:7]=1)[NH:1][C:2](=[O:10])[CH2:3]2)(=[O:13])[CH3:12]. The yield is 0.730.